From a dataset of Cav3 T-type calcium channel HTS with 100,875 compounds. Binary Classification. Given a drug SMILES string, predict its activity (active/inactive) in a high-throughput screening assay against a specified biological target. (1) The drug is Clc1cc(CNC2CCCC2)cc(OC)c1OCc1ccc(F)cc1. The result is 0 (inactive). (2) The molecule is Clc1ccc(C(=O)NN2C(CC(=O)NCC)C(=O)N(C2=S)C)cc1. The result is 0 (inactive).